This data is from Forward reaction prediction with 1.9M reactions from USPTO patents (1976-2016). The task is: Predict the product of the given reaction. (1) Given the reactants O[CH2:2][CH2:3][O:4][C:5]1[C:10]([CH3:11])=[CH:9][C:8]([C:12]2[NH:13][C:14](=[O:26])[C:15]3[C:21]([O:22][CH3:23])=[CH:20][C:19]([O:24][CH3:25])=[N:18][C:16]=3[N:17]=2)=[CH:7][C:6]=1[CH3:27].C(Br)(Br)(Br)[Br:29].C1(P(C2C=CC=CC=2)C2C=CC=CC=2)C=CC=CC=1, predict the reaction product. The product is: [Br:29][CH2:2][CH2:3][O:4][C:5]1[C:10]([CH3:11])=[CH:9][C:8]([C:12]2[NH:13][C:14](=[O:26])[C:15]3[C:21]([O:22][CH3:23])=[CH:20][C:19]([O:24][CH3:25])=[N:18][C:16]=3[N:17]=2)=[CH:7][C:6]=1[CH3:27]. (2) The product is: [CH3:13][NH:14][C:15]([C:17]1[CH:22]=[C:21]([O:23][C:24]2[CH:29]=[CH:28][C:27]3[NH:30][C:11]([C:5]4[C:4]5[C:8](=[CH:9][CH:10]=[C:2]([F:1])[CH:3]=5)[NH:7][N:6]=4)=[N:31][C:26]=3[CH:25]=2)[CH:20]=[CH:19][N:18]=1)=[O:16]. Given the reactants [F:1][C:2]1[CH:3]=[C:4]2[C:8](=[CH:9][CH:10]=1)[NH:7][N:6]=[C:5]2[CH:11]=O.[CH3:13][NH:14][C:15]([C:17]1[CH:22]=[C:21]([O:23][C:24]2[CH:29]=[CH:28][C:27]([NH2:30])=[C:26]([NH2:31])[CH:25]=2)[CH:20]=[CH:19][N:18]=1)=[O:16], predict the reaction product.